Dataset: Full USPTO retrosynthesis dataset with 1.9M reactions from patents (1976-2016). Task: Predict the reactants needed to synthesize the given product. (1) Given the product [F:12][C:7]1[CH:6]=[C:5]([CH:10]=[CH:9][C:8]=1[CH3:11])[CH2:4][NH:3][O:2][CH3:1], predict the reactants needed to synthesize it. The reactants are: [CH3:1][O:2][N:3]=[CH:4][C:5]1[CH:10]=[CH:9][C:8]([CH3:11])=[C:7]([F:12])[CH:6]=1.C([BH3-])#N.[Na+]. (2) Given the product [NH2:45][C:18]([C:26]1[CH:27]=[N:28][C:29]([Cl:32])=[CH:30][CH:31]=1)([C:20]1[N:21]([CH3:25])[CH:22]=[N:23][CH:24]=1)[C:15]1[CH:16]=[C:17]2[C:12](=[CH:13][CH:14]=1)[NH:11][C:10](=[O:33])[CH:9]=[C:8]2[C:4]1[CH:5]=[CH:6][CH:7]=[C:2]([Cl:1])[CH:3]=1, predict the reactants needed to synthesize it. The reactants are: [Cl:1][C:2]1[CH:3]=[C:4]([C:8]2[C:17]3[C:12](=[CH:13][CH:14]=[C:15]([C:18]([C:26]4[CH:27]=[N:28][C:29]([Cl:32])=[CH:30][CH:31]=4)([C:20]4[N:21]([CH3:25])[CH:22]=[N:23][CH:24]=4)O)[CH:16]=3)[N:11]=[C:10]([O:33]C)[CH:9]=2)[CH:5]=[CH:6][CH:7]=1.S(Cl)(Cl)=O.CO.C(Cl)(Cl)Cl.[NH4+:45].[OH-]. (3) The reactants are: Cl[C:2]1[N:3]([CH2:24][CH:25]([CH3:27])[CH3:26])[C:4]2[C:9]([N:10]=1)=[C:8]([N:11]1[CH2:16][CH2:15][O:14][CH2:13][CH2:12]1)[N:7]=[C:6]([C:17]1[CH:18]=[N:19][C:20]([NH2:23])=[N:21][CH:22]=1)[N:5]=2.[CH3:28][C@H:29]1[CH2:34][NH:33][CH2:32][CH2:31][NH:30]1.CN1CCCC1=[O:41]. Given the product [CH:15]([O-:14])=[O:41].[CH2:24]([N:3]1[C:2]([N:33]2[CH2:32][CH2:31][NH:30][C@@H:29]([CH3:28])[CH2:34]2)=[N:10][C:9]2[C:4]1=[N:5][C:6]([C:17]1[CH:18]=[N:19][C:20]([NH2:23])=[N:21][CH:22]=1)=[N:7][C:8]=2[N:11]1[CH2:16][CH2:15][O:14][CH2:13][CH2:12]1)[CH:25]([CH3:27])[CH3:26], predict the reactants needed to synthesize it. (4) Given the product [CH2:1]([O:7][C:8]([NH:10][C@@H:11]([C:15]([CH3:18])([CH3:17])[CH3:16])[C:12]([N:57]1[CH2:58][C@:54]([O:53][CH3:52])([C:63]2[CH:72]=[CH:71][C:70]3[C:65](=[CH:66][C:67]([CH:73]=[CH2:74])=[CH:68][CH:69]=3)[CH:64]=2)[CH2:55][C@H:56]1[C:59]([O:61][CH3:62])=[O:60])=[O:14])=[O:9])[CH2:2][CH2:3][CH2:4][CH:5]=[CH2:6], predict the reactants needed to synthesize it. The reactants are: [CH2:1]([O:7][C:8]([NH:10][C@@H:11]([C:15]([CH3:18])([CH3:17])[CH3:16])[C:12]([OH:14])=O)=[O:9])[CH2:2][CH2:3][CH2:4][CH:5]=[CH2:6].CCN(C(C)C)C(C)C.CN(C(ON1N=NC2C=CC=NC1=2)=[N+](C)C)C.F[P-](F)(F)(F)(F)F.[CH3:52][O:53][C@:54]1([C:63]2[CH:72]=[CH:71][C:70]3[C:65](=[CH:66][C:67]([CH:73]=[CH2:74])=[CH:68][CH:69]=3)[CH:64]=2)[CH2:58][NH:57][C@H:56]([C:59]([O:61][CH3:62])=[O:60])[CH2:55]1. (5) Given the product [CH3:1][O:2][C:3]1[CH:4]=[C:5]2[C:10](=[N:11][CH:12]=1)[N:9]=[CH:8][CH:7]=[C:6]2[N:13]1[CH2:18][CH2:17][N:16]([CH2:19][CH2:20][NH:21][CH2:40][C:37]2[CH:38]=[CH:39][C:33]3[S:32][CH2:31][C:30](=[O:29])[NH:35][C:34]=3[N:36]=2)[CH2:15][CH2:14]1, predict the reactants needed to synthesize it. The reactants are: [CH3:1][O:2][C:3]1[CH:4]=[C:5]2[C:10](=[N:11][CH:12]=1)[N:9]=[CH:8][CH:7]=[C:6]2[N:13]1[CH2:18][CH2:17][N:16]([CH2:19][CH2:20][NH2:21])[CH2:15][CH2:14]1.[O-]S([O-])(=O)=O.[Na+].[Na+].[O:29]=[C:30]1[NH:35][C:34]2[N:36]=[C:37]([CH:40]=O)[CH:38]=[CH:39][C:33]=2[S:32][CH2:31]1.[BH4-].[Na+].